Dataset: NCI-60 drug combinations with 297,098 pairs across 59 cell lines. Task: Regression. Given two drug SMILES strings and cell line genomic features, predict the synergy score measuring deviation from expected non-interaction effect. Drug 1: CC12CCC3C(C1CCC2=O)CC(=C)C4=CC(=O)C=CC34C. Drug 2: C1=NNC2=C1C(=O)NC=N2. Cell line: HCC-2998. Synergy scores: CSS=31.4, Synergy_ZIP=-0.957, Synergy_Bliss=-0.221, Synergy_Loewe=-0.905, Synergy_HSA=-1.62.